From a dataset of Peptide-MHC class I binding affinity with 185,985 pairs from IEDB/IMGT. Regression. Given a peptide amino acid sequence and an MHC pseudo amino acid sequence, predict their binding affinity value. This is MHC class I binding data. (1) The peptide sequence is TLQSFRQDV. The MHC is HLA-A02:03 with pseudo-sequence HLA-A02:03. The binding affinity (normalized) is 0.340. (2) The peptide sequence is CTWSWHHQL. The MHC is HLA-B15:17 with pseudo-sequence HLA-B15:17. The binding affinity (normalized) is 0.677. (3) The peptide sequence is RPVFARLPF. The MHC is HLA-B48:01 with pseudo-sequence HLA-B48:01. The binding affinity (normalized) is 0.0847. (4) The peptide sequence is YADGGQWYN. The MHC is HLA-A29:02 with pseudo-sequence HLA-A29:02. The binding affinity (normalized) is 0.0847. (5) The peptide sequence is PSKKHWLGK. The MHC is HLA-A03:01 with pseudo-sequence HLA-A03:01. The binding affinity (normalized) is 0.376. (6) The peptide sequence is SRRFFPYYV. The MHC is HLA-B27:05 with pseudo-sequence HLA-B27:05. The binding affinity (normalized) is 0.297. (7) The peptide sequence is WLKDSAIMV. The MHC is HLA-A68:02 with pseudo-sequence HLA-A68:02. The binding affinity (normalized) is 0.361. (8) The peptide sequence is HINALEYIIK. The MHC is HLA-A31:01 with pseudo-sequence HLA-A31:01. The binding affinity (normalized) is 0.323.